This data is from Catalyst prediction with 721,799 reactions and 888 catalyst types from USPTO. The task is: Predict which catalyst facilitates the given reaction. (1) Reactant: [Cl:1][C:2]1[C:7]2[O:8][CH2:9][CH2:10][CH2:11][O:12][C:6]=2[CH:5]=[C:4]([CH:13]=O)[CH:3]=1.[CH2:15]([NH2:19])[CH:16]([CH3:18])[CH3:17].C(O)(=O)C.C(O[BH-](OC(=O)C)OC(=O)C)(=O)C.[Na+]. Product: [Cl:1][C:2]1[C:7]2[O:8][CH2:9][CH2:10][CH2:11][O:12][C:6]=2[CH:5]=[C:4]([CH2:13][NH:19][CH2:15][CH:16]([CH3:18])[CH3:17])[CH:3]=1. The catalyst class is: 26. (2) The catalyst class is: 2. Reactant: C1(P(C2C=CC=CC=2)C2C=CC=CC=2)C=CC=CC=1.N1C=CN=C1.[I-:25].[C:26]([O:30][C:31]([NH:33][C@@H:34]([CH2:39]O)[C:35]([O:37][CH3:38])=[O:36])=[O:32])([CH3:29])([CH3:28])[CH3:27]. Product: [C:26]([O:30][C:31]([NH:33][C@@H:34]([CH2:39][I:25])[C:35]([O:37][CH3:38])=[O:36])=[O:32])([CH3:29])([CH3:28])[CH3:27]. (3) Reactant: [CH2:1]([O:3][C:4](=[O:17])[CH:5]([C:11]([CH:14]1[CH2:16][CH2:15]1)([CH3:13])[CH3:12])C(OCC)=O)[CH3:2].[Cl-].[Li+].O. Product: [CH2:1]([O:3][C:4](=[O:17])[CH2:5][C:11]([CH:14]1[CH2:15][CH2:16]1)([CH3:12])[CH3:13])[CH3:2]. The catalyst class is: 16. (4) Product: [CH2:15]([O:14][C:8]1[CH:7]=[C:6]2[C:11]([C:12]([OH:13])=[C:3]([NH:2][C:29](=[O:32])[CH2:30][CH3:31])[CH:4]=[N:5]2)=[CH:10][CH:9]=1)[C:16]1[CH:17]=[CH:18][CH:19]=[CH:20][CH:21]=1. Reactant: Cl.[NH2:2][C:3]1[CH:4]=[N:5][C:6]2[C:11]([C:12]=1[OH:13])=[CH:10][CH:9]=[C:8]([O:14][CH2:15][C:16]1[CH:21]=[CH:20][CH:19]=[CH:18][CH:17]=1)[CH:7]=2.C(N(CC)CC)C.[C:29](Cl)(=[O:32])[CH2:30][CH3:31]. The catalyst class is: 4. (5) Reactant: C1N=CN([C:6](N2C=NC=C2)=[O:7])C=1.[C:13]([C:17]1[CH:21]=[C:20]([NH2:22])[N:19]([C:23]2[CH:28]=[CH:27][C:26]([CH3:29])=[CH:25][CH:24]=2)[N:18]=1)([CH3:16])([CH3:15])[CH3:14].[NH2:30][C:31]1[CH:36]=[C:35]([CH2:37][O:38][C:39]2[C:48]3[C:43](=[CH:44][CH:45]=[CH:46][CH:47]=3)[C:42]([NH2:49])=[CH:41][CH:40]=2)[CH:34]=[CH:33][N:32]=1. Product: [NH2:30][C:31]1[CH:36]=[C:35]([CH2:37][O:38][C:39]2[C:48]3[C:43](=[CH:44][CH:45]=[CH:46][CH:47]=3)[C:42]([NH:49][C:6]([NH:22][C:20]3[N:19]([C:23]4[CH:24]=[CH:25][C:26]([CH3:29])=[CH:27][CH:28]=4)[N:18]=[C:17]([C:13]([CH3:16])([CH3:15])[CH3:14])[CH:21]=3)=[O:7])=[CH:41][CH:40]=2)[CH:34]=[CH:33][N:32]=1. The catalyst class is: 2. (6) Reactant: [C:1]1([CH2:7][O:8][N:9]2[C:15](=[O:16])[N:14]3[CH2:17][C@H:10]2[CH2:11][CH2:12][C@H:13]3[C:18]([OH:20])=O)[CH:6]=[CH:5][CH:4]=[CH:3][CH:2]=1.F[P-](F)(F)(F)(F)F.N1(O[P+](N(C)C)(N(C)C)N(C)C)C2C=CC=CC=2N=N1.C(N(C(C)C)CC)(C)C.[NH2:57][C@H:58]1[CH2:63][CH2:62][N:61]([C:64]([O:66][C:67]([CH3:70])([CH3:69])[CH3:68])=[O:65])[CH2:60][C@H:59]1[F:71]. Product: [C:67]([O:66][C:64]([N:61]1[CH2:62][CH2:63][C@H:58]([NH:57][C:18]([C@@H:13]2[CH2:12][CH2:11][C@@H:10]3[CH2:17][N:14]2[C:15](=[O:16])[N:9]3[O:8][CH2:7][C:1]2[CH:2]=[CH:3][CH:4]=[CH:5][CH:6]=2)=[O:20])[C@H:59]([F:71])[CH2:60]1)=[O:65])([CH3:70])([CH3:68])[CH3:69]. The catalyst class is: 204. (7) Product: [Br:1][C:2]1[CH:7]=[CH:6][CH:5]=[CH:4][C:3]=1[P:22]([C:24]1[CH:25]=[C:26]([CH3:31])[CH:27]=[C:28]([CH3:30])[CH:29]=1)[C:17]1[CH:16]=[C:15]([CH3:14])[CH:20]=[C:19]([CH3:21])[CH:18]=1. The catalyst class is: 680. Reactant: [Br:1][C:2]1[CH:7]=[CH:6][CH:5]=[CH:4][C:3]=1I.C([Mg]Cl)(C)C.[CH3:14][C:15]1[CH:16]=[C:17]([P:22]([C:24]2[CH:29]=[C:28]([CH3:30])[CH:27]=[C:26]([CH3:31])[CH:25]=2)Cl)[CH:18]=[C:19]([CH3:21])[CH:20]=1. (8) Reactant: [NH2:1][C:2]1[CH:3]=[C:4]2[C:8](=[CH:9][CH:10]=1)[N:7]([CH2:11][C:12]([O:14][CH3:15])=[O:13])[CH:6]=[CH:5]2.[CH3:16][S:17](Cl)(=[O:19])=[O:18]. Product: [CH3:16][S:17]([NH:1][C:2]1[CH:3]=[C:4]2[C:8](=[CH:9][CH:10]=1)[N:7]([CH2:11][C:12]([O:14][CH3:15])=[O:13])[CH:6]=[CH:5]2)(=[O:19])=[O:18]. The catalyst class is: 17. (9) Reactant: [CH3:1][O:2][C:3]1[C:4](=[O:10])[CH:5]=[CH:6][C:7](=[O:9])[CH:8]=1.[CH3:11][C:12]([C:14]1[CH:19]=[CH:18][CH:17]=[CH:16][CH:15]=1)=[CH2:13]. Product: [CH3:1][O:2][C:3]1[C:4](=[O:10])[C:5]2[C:19]3[C:14](=[CH:15][CH:16]=[CH:17][CH:18]=3)[C:12]([CH3:13])=[CH:11][C:6]=2[C:7](=[O:9])[CH:8]=1. The catalyst class is: 32. (10) Product: [Br:3][C:4]1[C:5](=[O:11])[N:6]([CH2:23][C:24]2[CH:29]=[CH:28][C:27]([Cl:30])=[CH:26][CH:25]=2)[C:7]([Cl:10])=[N:8][CH:9]=1. The catalyst class is: 12. Reactant: O.[Li].[Br:3][C:4]1[C:5](=[O:11])[NH:6][C:7]([Cl:10])=[N:8][CH:9]=1.CC1C=CC(S(O[CH2:23][C:24]2[CH:29]=[CH:28][C:27]([Cl:30])=[CH:26][CH:25]=2)(=O)=O)=CC=1.C(O)(=O)CC(CC(O)=O)(C(O)=O)O.